This data is from Catalyst prediction with 721,799 reactions and 888 catalyst types from USPTO. The task is: Predict which catalyst facilitates the given reaction. (1) Reactant: C([O:3][C:4]([C:6]1[C:15]2[C:10](=[CH:11][C:12]([O:18][CH3:19])=[C:13]([O:16][CH3:17])[CH:14]=2)[C:9]([C:20](=[O:32])[C:21]2[CH:26]=[CH:25][CH:24]=[C:23]([O:27][CH2:28][C:29]([OH:31])=O)[CH:22]=2)=[N:8][CH:7]=1)=[O:5])C.[CH2:33]([N:40]1[CH2:45][CH2:44][NH:43][CH2:42][CH2:41]1)[C:34]1[CH:39]=[CH:38][CH:37]=[CH:36][CH:35]=1.CN(C(ON1N=NC2C=CC=CC1=2)=[N+](C)C)C.F[P-](F)(F)(F)(F)F.C(N(CC)CC)C. Product: [CH2:33]([N:40]1[CH2:45][CH2:44][N:43]([C:29](=[O:31])[CH2:28][O:27][C:23]2[CH:22]=[C:21]([CH:26]=[CH:25][CH:24]=2)[C:20]([C:9]2[C:10]3[C:15](=[CH:14][C:13]([O:16][CH3:17])=[C:12]([O:18][CH3:19])[CH:11]=3)[C:6]([C:4]([OH:3])=[O:5])=[CH:7][N:8]=2)=[O:32])[CH2:42][CH2:41]1)[C:34]1[CH:35]=[CH:36][CH:37]=[CH:38][CH:39]=1. The catalyst class is: 2. (2) Reactant: C(OC([N:8]1[CH2:13][CH2:12][CH:11]([CH2:14][NH:15][C:16]([C:18]2[CH:23]=[C:22]([Cl:24])[C:21]([NH2:25])=[CH:20][C:19]=2[O:26][CH3:27])=[O:17])[CH2:10][CH2:9]1)=O)(C)(C)C.Cl. Product: [NH2:25][C:21]1[C:22]([Cl:24])=[CH:23][C:18]([C:16]([NH:15][CH2:14][CH:11]2[CH2:10][CH2:9][NH:8][CH2:13][CH2:12]2)=[O:17])=[C:19]([O:26][CH3:27])[CH:20]=1. The catalyst class is: 459. (3) Reactant: [CH3:1][CH:2]1[CH2:6][CH2:5][CH2:4][N:3]1[CH2:7][CH2:8][CH2:9][O:10][C:11]1[CH:16]=[CH:15][C:14]([C:17]2[S:18][C:19]3[CH2:25][CH2:24][CH2:23][CH:22]([NH2:26])[C:20]=3[N:21]=2)=[CH:13][CH:12]=1.C(N(CC)CC)C.[C:34](Cl)(=[O:36])[CH3:35]. Product: [CH3:1][CH:2]1[CH2:6][CH2:5][CH2:4][N:3]1[CH2:7][CH2:8][CH2:9][O:10][C:11]1[CH:16]=[CH:15][C:14]([C:17]2[S:18][C:19]3[CH2:25][CH2:24][CH2:23][CH:22]([NH:26][C:34](=[O:36])[CH3:35])[C:20]=3[N:21]=2)=[CH:13][CH:12]=1. The catalyst class is: 4. (4) Reactant: Br[C:2]1[CH:7]=[C:6]([F:8])[C:5]([CH:9]([O:22][CH2:23][CH3:24])[C:10]([NH:12][CH2:13][C:14]2[CH:19]=[CH:18][C:17]([C:20]#[N:21])=[CH:16][CH:15]=2)=[O:11])=[C:4]([F:25])[CH:3]=1.[OH:26][C:27]1[CH:28]=[C:29](B(O)O)[CH:30]=[CH:31][CH:32]=1.[CH2:36]([O:38][C:39](=[O:42])[CH2:40]Br)[CH3:37].C(=O)([O-])[O-].[Cs+].[Cs+]. Product: [CH2:36]([O:38][C:39](=[O:42])[CH2:40][O:26][C:27]1[CH:28]=[C:29]([C:2]2[CH:7]=[C:6]([F:8])[C:5]([CH:9]([C:10](=[O:11])[NH:12][CH2:13][C:14]3[CH:19]=[CH:18][C:17]([C:20]#[N:21])=[CH:16][CH:15]=3)[O:22][CH2:23][CH3:24])=[C:4]([F:25])[CH:3]=2)[CH:30]=[CH:31][CH:32]=1)[CH3:37]. The catalyst class is: 3. (5) Reactant: CN(C(ON1N=NC2C=CC=NC1=2)=[N+](C)C)C.F[P-](F)(F)(F)(F)F.[NH2:25][C:26]1[CH:27]=[C:28]([N:40]([CH3:44])[C:41](=[O:43])[CH3:42])[CH:29]=[CH:30][C:31]=1[NH:32][CH2:33][CH:34]1[CH2:39][CH2:38][O:37][CH2:36][CH2:35]1.[F:45][C:46]([F:51])([CH3:50])[C:47](O)=[O:48].CCN(C(C)C)C(C)C. Product: [C:41]([N:40]([CH3:44])[C:28]1[CH:29]=[CH:30][C:31]([NH:32][CH2:33][CH:34]2[CH2:35][CH2:36][O:37][CH2:38][CH2:39]2)=[C:26]([NH:25][C:47](=[O:48])[C:46]([F:51])([F:45])[CH3:50])[CH:27]=1)(=[O:43])[CH3:42]. The catalyst class is: 3.